Predict the product of the given reaction. From a dataset of Forward reaction prediction with 1.9M reactions from USPTO patents (1976-2016). (1) Given the reactants Cl[C:2]1[N:11]=[C:10]([C:12]2[CH:17]=[CH:16][CH:15]=[C:14]([Cl:18])[CH:13]=2)[C:9]2[C:4](=[CH:5][CH:6]=[C:7]([C:19]([C:27]3[CH:32]=[CH:31][C:30]([Cl:33])=[CH:29][CH:28]=3)([C:21]3[N:25]([CH3:26])[CH:24]=[N:23][CH:22]=3)[OH:20])[CH:8]=2)[N:3]=1.[N:34]1[CH:39]=[CH:38][CH:37]=[C:36](B(O)O)[CH:35]=1, predict the reaction product. The product is: [Cl:18][C:14]1[CH:13]=[C:12]([C:10]2[C:9]3[C:4](=[CH:5][CH:6]=[C:7]([C:19]([C:27]4[CH:28]=[CH:29][C:30]([Cl:33])=[CH:31][CH:32]=4)([C:21]4[N:25]([CH3:26])[CH:24]=[N:23][CH:22]=4)[OH:20])[CH:8]=3)[N:3]=[C:2]([C:36]3[CH:35]=[N:34][CH:39]=[CH:38][CH:37]=3)[N:11]=2)[CH:17]=[CH:16][CH:15]=1. (2) Given the reactants Br[C:2]1[C:7]2[S:8][C:9]([C:11]3[C:18]([F:19])=[CH:17][CH:16]=[CH:15][C:12]=3[C:13]#[N:14])=[N:10][C:6]=2[C:5]([F:20])=[CH:4][N:3]=1.C[Si](Br)(C)C.FC1C(C2S[C:37]3[C:38]([Cl:45])=[N:39][CH:40]=[C:41](F)[C:42]=3[N:43]=2)=C(C=CC=1)C#N.C(=O)(O)[O-].[Na+].C(#[N:54])CC, predict the reaction product. The product is: [ClH:45].[F:19][C:18]1[C:11]([C:9]2[S:8][C:7]3[C:2]([NH:54][C:38]4[CH:37]=[C:42]([CH3:41])[N:43]=[CH:40][N:39]=4)=[N:3][CH:4]=[C:5]([F:20])[C:6]=3[N:10]=2)=[C:12]([CH:15]=[CH:16][CH:17]=1)[C:13]#[N:14].